From a dataset of NCI-60 drug combinations with 297,098 pairs across 59 cell lines. Regression. Given two drug SMILES strings and cell line genomic features, predict the synergy score measuring deviation from expected non-interaction effect. Drug 1: CNC(=O)C1=NC=CC(=C1)OC2=CC=C(C=C2)NC(=O)NC3=CC(=C(C=C3)Cl)C(F)(F)F. Drug 2: CCC1(CC2CC(C3=C(CCN(C2)C1)C4=CC=CC=C4N3)(C5=C(C=C6C(=C5)C78CCN9C7C(C=CC9)(C(C(C8N6C)(C(=O)OC)O)OC(=O)C)CC)OC)C(=O)OC)O.OS(=O)(=O)O. Cell line: NCI/ADR-RES. Synergy scores: CSS=-5.52, Synergy_ZIP=5.60, Synergy_Bliss=1.99, Synergy_Loewe=-4.02, Synergy_HSA=-5.40.